This data is from Forward reaction prediction with 1.9M reactions from USPTO patents (1976-2016). The task is: Predict the product of the given reaction. (1) Given the reactants C([N:8]1[CH2:13][CH2:12][N:11](CC2C=CC=CC=2)[CH2:10][C@@H:9]1[CH2:21][CH2:22][C:23]1[CH:24]=[N:25][CH:26]=[CH:27][CH:28]=1)C1C=CC=CC=1.C([O-])=O.[NH4+], predict the reaction product. The product is: [N:25]1[CH:26]=[CH:27][CH:28]=[C:23]([CH2:22][CH2:21][C@H:9]2[CH2:10][NH:11][CH2:12][CH2:13][NH:8]2)[CH:24]=1. (2) Given the reactants [NH:1]1[C:5]([C:6]([OH:8])=O)=[CH:4][CH:3]=[N:2]1.[F:9][C:10]1([F:48])[C@@H:15]([O:16][C:17]2[CH:24]=[CH:23][C:22]([C:25]3[N:30]=[C:29]([NH:31][C:32]4[CH:37]=[CH:36][C:35]([N:38]5[CH2:43][CH2:42][N:41]([CH:44]6[CH2:47][O:46][CH2:45]6)[CH2:40][CH2:39]5)=[CH:34][CH:33]=4)[N:28]=[CH:27][N:26]=3)=[CH:21][C:18]=2[C:19]#[N:20])[CH2:14][CH2:13][NH:12][CH2:11]1, predict the reaction product. The product is: [F:48][C:10]1([F:9])[C@@H:15]([O:16][C:17]2[CH:24]=[CH:23][C:22]([C:25]3[N:30]=[C:29]([NH:31][C:32]4[CH:37]=[CH:36][C:35]([N:38]5[CH2:43][CH2:42][N:41]([CH:44]6[CH2:45][O:46][CH2:47]6)[CH2:40][CH2:39]5)=[CH:34][CH:33]=4)[N:28]=[CH:27][N:26]=3)=[CH:21][C:18]=2[C:19]#[N:20])[CH2:14][CH2:13][N:12]([C:6]([C:5]2[NH:1][N:2]=[CH:3][CH:4]=2)=[O:8])[CH2:11]1. (3) The product is: [Cl:13][C:10]1[CH:11]=[CH:12][C:7]([C:5]2[N:6]=[C:2]([N:35]3[CH2:36][CH2:37][N:32]([C:26]4[CH:31]=[CH:30][CH:29]=[CH:28][CH:27]=4)[CH2:33][CH2:34]3)[O:3][C:4]=2[CH2:14][CH2:15][CH2:16][O:17][C:18]2[CH:23]=[CH:22][CH:21]=[CH:20][C:19]=2[O:24][CH3:25])=[CH:8][CH:9]=1. Given the reactants Cl[C:2]1[O:3][C:4]([CH2:14][CH2:15][CH2:16][O:17][C:18]2[CH:23]=[CH:22][CH:21]=[CH:20][C:19]=2[O:24][CH3:25])=[C:5]([C:7]2[CH:12]=[CH:11][C:10]([Cl:13])=[CH:9][CH:8]=2)[N:6]=1.[C:26]1([N:32]2[CH2:37][CH2:36][NH:35][CH2:34][CH2:33]2)[CH:31]=[CH:30][CH:29]=[CH:28][CH:27]=1.CC(=O)CC, predict the reaction product. (4) Given the reactants I[C:2]1[CH:8]=[CH:7][CH:6]=[CH:5][C:3]=1[NH2:4].[CH3:9][Si:10]([CH3:17])([CH3:16])[C:11]#[C:12][CH2:13][CH2:14][CH3:15].[Cl-].[Li+].C(=O)([O-])[O-].[Na+].[Na+], predict the reaction product. The product is: [CH2:13]([C:12]1[C:2]2[C:3](=[CH:5][CH:6]=[CH:7][CH:8]=2)[NH:4][C:11]=1[Si:10]([CH3:17])([CH3:16])[CH3:9])[CH2:14][CH3:15].